This data is from Catalyst prediction with 721,799 reactions and 888 catalyst types from USPTO. The task is: Predict which catalyst facilitates the given reaction. (1) Reactant: O1[C:5]2([CH2:10][CH2:9][CH:8]([O:11][C:12]3[N:17]=[CH:16][CH:15]=[CH:14][N:13]=3)[CH2:7][CH2:6]2)[O:4]CC1.Cl. Product: [N:13]1[CH:14]=[CH:15][CH:16]=[N:17][C:12]=1[O:11][CH:8]1[CH2:7][CH2:6][C:5](=[O:4])[CH2:10][CH2:9]1. The catalyst class is: 21. (2) Product: [Cl:26][C:27]1[CH:44]=[CH:43][C:42]([C@H:45]2[C@H:50]([O:51][CH2:52][C:53]3[CH:58]=[CH:57][CH:56]=[CH:55][CH:54]=3)[C@@H:49]([O:59][CH2:60][C:61]3[CH:62]=[CH:63][CH:64]=[CH:65][CH:66]=3)[C@H:48]([O:67][CH2:68][C:69]3[CH:70]=[CH:71][CH:72]=[CH:73][CH:74]=3)[C@@H:47]([CH2:75][O:76][CH2:77][C:78]3[CH:79]=[CH:80][CH:81]=[CH:82][CH:83]=3)[O:46]2)=[CH:41][C:28]=1[CH2:29][C:30]1[CH:40]=[CH:39][C:33]([CH2:34][N:35]([CH:36]2[CH2:37][CH2:38]2)[C:1](=[O:3])[CH3:2])=[CH:32][CH:31]=1. The catalyst class is: 624. Reactant: [C:1](O)(=[O:3])[CH3:2].CCN=C=NCCCN(C)C.C1C=CC2N(O)N=NC=2C=1.[Cl:26][C:27]1[CH:44]=[CH:43][C:42]([C@H:45]2[C@H:50]([O:51][CH2:52][C:53]3[CH:58]=[CH:57][CH:56]=[CH:55][CH:54]=3)[C@@H:49]([O:59][CH2:60][C:61]3[CH:66]=[CH:65][CH:64]=[CH:63][CH:62]=3)[C@H:48]([O:67][CH2:68][C:69]3[CH:74]=[CH:73][CH:72]=[CH:71][CH:70]=3)[C@@H:47]([CH2:75][O:76][CH2:77][C:78]3[CH:83]=[CH:82][CH:81]=[CH:80][CH:79]=3)[O:46]2)=[CH:41][C:28]=1[CH2:29][C:30]1[CH:40]=[CH:39][C:33]([CH2:34][NH:35][CH:36]2[CH2:38][CH2:37]2)=[CH:32][CH:31]=1. (3) Reactant: Br[C:2]1[C:3]([NH2:9])=[N:4][CH:5]=[C:6]([Cl:8])[N:7]=1.[CH3:10][C:11]1([CH3:22])[C:15](C)(C)OB(C=C(C)C)O1.C([O-])([O-])=O.[K+].[K+]. Product: [Cl:8][C:6]1[N:7]=[C:2]([CH:10]=[C:11]([CH3:22])[CH3:15])[C:3]([NH2:9])=[N:4][CH:5]=1. The catalyst class is: 117. (4) Reactant: Cl[C:2]1[C:11]2[C:6](=[CH:7][CH:8]=[CH:9][C:10]=2[F:12])[N:5]=[CH:4][N:3]=1.[NH2:13][C:14]1[CH:19]=[CH:18][C:17]([OH:20])=[C:16]([Cl:21])[CH:15]=1.O.C(OCC)(=O)C. Product: [Cl:21][C:16]1[CH:15]=[C:14]([NH:13][C:2]2[C:11]3[C:6](=[CH:7][CH:8]=[CH:9][C:10]=3[F:12])[N:5]=[CH:4][N:3]=2)[CH:19]=[CH:18][C:17]=1[OH:20]. The catalyst class is: 32. (5) Reactant: [CH3:1][N:2]([CH3:28])[CH:3]1[CH2:7][CH2:6][N:5]([C:8]2[N:13]=[CH:12][C:11]([C:14]3[N:18]4[CH:19]=[CH:20][CH:21]=[CH:22][C:17]4=[N:16][C:15]=3[C:23](OCC)=[O:24])=[CH:10][CH:9]=2)[CH2:4]1.[BH4-].[Li+].[OH-].[Na+]. Product: [CH3:1][N:2]([CH3:28])[CH:3]1[CH2:7][CH2:6][N:5]([C:8]2[N:13]=[CH:12][C:11]([C:14]3[N:18]4[CH:19]=[CH:20][CH:21]=[CH:22][C:17]4=[N:16][C:15]=3[CH2:23][OH:24])=[CH:10][CH:9]=2)[CH2:4]1. The catalyst class is: 1. (6) Reactant: Cl.[N:2]12[CH2:9][CH2:8][CH:5]([CH2:6][CH2:7]1)[CH:4]([C:10]([OH:12])=[O:11])[CH2:3]2.C(Cl)CCl.C1C=CC2N(O)N=NC=2C=1.C(N(CC)CC)C.[F:34][C:35]1[CH:36]=[C:37]([CH2:41]O)[CH:38]=[CH:39][CH:40]=1. Product: [N:2]12[CH2:9][CH2:8][CH:5]([CH2:6][CH2:7]1)[CH:4]([C:10]([O:12][CH2:41][C:37]1[CH:38]=[CH:39][CH:40]=[C:35]([F:34])[CH:36]=1)=[O:11])[CH2:3]2. The catalyst class is: 1.